From a dataset of Forward reaction prediction with 1.9M reactions from USPTO patents (1976-2016). Predict the product of the given reaction. (1) Given the reactants [C:1]([NH:5][C:6]1[CH:14]=[CH:13][C:9]([C:10]([O-:12])=[O:11])=[C:8](CC)[C:7]=1[NH2:17])(=O)[CH2:2][CH3:3].C(=O)([O-])[O-].[K+].[K+].[F:24][C:25]1[CH:40]=[CH:39][C:28]([CH2:29][O:30][C:31]2[CH:38]=[CH:37][C:34]([CH2:35]Br)=[CH:33][CH:32]=2)=[CH:27][CH:26]=1.[C:41](OCC)(=O)[CH3:42], predict the reaction product. The product is: [CH2:41]([O:12][C:10]([C:9]1[CH:13]=[CH:14][C:6]2[N:5]=[C:1]([CH2:2][CH3:3])[N:17]([CH2:35][C:34]3[CH:37]=[CH:38][C:31]([O:30][CH2:29][C:28]4[CH:39]=[CH:40][C:25]([F:24])=[CH:26][CH:27]=4)=[CH:32][CH:33]=3)[C:7]=2[CH:8]=1)=[O:11])[CH3:42]. (2) The product is: [CH:4]1([CH2:7][O:8][C:9]2[CH:10]=[C:11]([C:19]3[NH:45][C:27]([CH2:28][O:29][CH2:30][C:31]4[CH:36]=[CH:35][C:34]([O:37][CH3:38])=[CH:33][CH:32]=4)=[C:21]([C:22]([O:24][CH2:25][CH3:26])=[O:23])[CH:20]=3)[CH:12]=[CH:13][C:14]=2[O:15][CH:16]([F:18])[F:17])[CH2:6][CH2:5]1. Given the reactants C(O)C.[CH:4]1([CH2:7][O:8][C:9]2[CH:10]=[C:11]([C:19](=O)[CH2:20][CH:21]([C:27](=O)[CH2:28][O:29][CH2:30][C:31]3[CH:36]=[CH:35][C:34]([O:37][CH3:38])=[CH:33][CH:32]=3)[C:22]([O:24][CH2:25][CH3:26])=[O:23])[CH:12]=[CH:13][C:14]=2[O:15][CH:16]([F:18])[F:17])[CH2:6][CH2:5]1.C([O-])(=O)C.[NH4+:45], predict the reaction product.